From a dataset of Forward reaction prediction with 1.9M reactions from USPTO patents (1976-2016). Predict the product of the given reaction. (1) Given the reactants [NH2:1][C:2]1[CH:6]=[CH:5][NH:4][N:3]=1.[C:7]1(=O)[O:12][C:10](=[O:11])[C:9]2=[CH:13][CH:14]=[CH:15][CH:16]=[C:8]12, predict the reaction product. The product is: [NH:4]1[CH:5]=[CH:6][C:2]([N:1]2[C:10](=[O:11])[C:9]3[C:8](=[CH:16][CH:15]=[CH:14][CH:13]=3)[C:7]2=[O:12])=[N:3]1. (2) Given the reactants [CH:1]1([N:4]([CH2:28][C:29]2[CH:34]=[C:33]([CH2:35][CH2:36][CH2:37][O:38][CH3:39])[CH:32]=[C:31]([O:40][CH2:41][CH2:42][O:43][CH3:44])[CH:30]=2)[C:5]([C@@H:7]2[C@:12]([C:14]3[CH:19]=[CH:18][C:17]([F:20])=[CH:16][CH:15]=3)([OH:13])[CH2:11][CH2:10][N:9](C(OC(C)(C)C)=O)[CH2:8]2)=[O:6])[CH2:3][CH2:2]1.Cl, predict the reaction product. The product is: [CH:1]1([N:4]([CH2:28][C:29]2[CH:34]=[C:33]([CH2:35][CH2:36][CH2:37][O:38][CH3:39])[CH:32]=[C:31]([O:40][CH2:41][CH2:42][O:43][CH3:44])[CH:30]=2)[C:5]([CH:7]2[C:12]([C:14]3[CH:19]=[CH:18][C:17]([F:20])=[CH:16][CH:15]=3)([OH:13])[CH2:11][CH2:10][NH:9][CH2:8]2)=[O:6])[CH2:3][CH2:2]1. (3) Given the reactants C[C:2]1[CH:34]=[C:5]2[N:6]=[CH:7][C:8]([C:28]3[CH:33]=[CH:32][N:31]=[CH:30][CH:29]=3)=[C:9]([C:10]3[CH:27]=[CH:26][C:13]([O:14][CH2:15][C:16]4[CH:25]=[CH:24][C:23]5[C:18](=[CH:19][CH:20]=[CH:21][CH:22]=5)[N:17]=4)=[CH:12][CH:11]=3)[N:4]2[N:3]=1.CC1[N:37]=C(N)NN=1, predict the reaction product. The product is: [CH3:34][C:2]1[N:37]=[C:5]2[N:6]=[CH:7][C:8]([C:28]3[CH:29]=[CH:30][N:31]=[CH:32][CH:33]=3)=[C:9]([C:10]3[CH:27]=[CH:26][C:13]([O:14][CH2:15][C:16]4[CH:25]=[CH:24][C:23]5[C:18](=[CH:19][CH:20]=[CH:21][CH:22]=5)[N:17]=4)=[CH:12][CH:11]=3)[N:4]2[N:3]=1. (4) Given the reactants Cl.Cl.[CH3:3][Si:4]([CH3:31])([CH3:30])[CH2:5][CH2:6][O:7][CH2:8][N:9]1[C:13]2[N:14]=[CH:15][N:16]=[C:17]([C:18]3[CH:22]=[CH:21][N:20]([C:23]4([CH2:27][C:28]#[N:29])[CH2:26][NH:25][CH2:24]4)[CH:19]=3)[C:12]=2[CH:11]=[CH:10]1.O=[C:33]1[CH2:38][CH2:37][N:36]([C:39]([O:41][C:42]([CH3:45])([CH3:44])[CH3:43])=[O:40])[CH2:35][CH2:34]1.C(N(CC)C(C)C)(C)C.C(O[BH-](OC(=O)C)OC(=O)C)(=O)C.[Na+], predict the reaction product. The product is: [C:28]([CH2:27][C:23]1([N:20]2[CH:21]=[CH:22][C:18]([C:17]3[C:12]4[CH:11]=[CH:10][N:9]([CH2:8][O:7][CH2:6][CH2:5][Si:4]([CH3:30])([CH3:3])[CH3:31])[C:13]=4[N:14]=[CH:15][N:16]=3)=[CH:19]2)[CH2:24][N:25]([CH:33]2[CH2:38][CH2:37][N:36]([C:39]([O:41][C:42]([CH3:45])([CH3:44])[CH3:43])=[O:40])[CH2:35][CH2:34]2)[CH2:26]1)#[N:29]. (5) Given the reactants [N:1]1[N:2]([C:6]2[CH:32]=[CH:31][CH:30]=[CH:29][C:7]=2[C:8]([N:10]2[C@H:15]([CH3:16])[CH2:14][CH2:13][C@@H:12]([O:17][C:18]3[N:27]=[CH:26][CH:25]=[C:24](I)[C:19]=3[C:20]([O:22][CH3:23])=[O:21])[CH2:11]2)=[O:9])[N:3]=[CH:4][CH:5]=1.[CH2:33]([Zn]CC)[CH3:34], predict the reaction product. The product is: [CH2:33]([C:24]1[CH:25]=[CH:26][N:27]=[C:18]([O:17][C@@H:12]2[CH2:13][CH2:14][C@@H:15]([CH3:16])[N:10]([C:8]([C:7]3[CH:29]=[CH:30][CH:31]=[CH:32][C:6]=3[N:2]3[N:3]=[CH:4][CH:5]=[N:1]3)=[O:9])[CH2:11]2)[C:19]=1[C:20]([O:22][CH3:23])=[O:21])[CH3:34].